From a dataset of Reaction yield outcomes from USPTO patents with 853,638 reactions. Predict the reaction yield, written as a fraction of the theoretical maximum amount of product (1.0 means a 100% yield; for example, 0.34 means a 34% yield). (1) The reactants are [CH2:1]([C:3]1[C:4]([NH:11][C@@H:12]2[C:20]3[C:15](=[CH:16][CH:17]=[CH:18][CH:19]=3)[CH2:14][C@@H:13]2[OH:21])=[N:5][C:6]([CH2:9][CH3:10])=[CH:7][N:8]=1)[CH3:2].[Br:22]N1C(=O)CCC1=O. The catalyst is ClCCl. The product is [Br:22][C:7]1[N:8]=[C:3]([CH2:1][CH3:2])[C:4]([NH:11][C@@H:12]2[C:20]3[C:15](=[CH:16][CH:17]=[CH:18][CH:19]=3)[CH2:14][C@@H:13]2[OH:21])=[N:5][C:6]=1[CH2:9][CH3:10]. The yield is 0.900. (2) The reactants are [C:1]([C:3]1[CH:8]=[CH:7][C:6]([O:9][C:10]2[CH:15]=[CH:14][CH:13]=[CH:12][CH:11]=2)=[CH:5][CH:4]=1)#[CH:2].[N:16]([C:19]1[CH:24]=[CH:23][C:22]([CH2:25][C@H:26]([NH:30]C(OC(C)(C)C)=O)[C:27]([OH:29])=[O:28])=[CH:21][CH:20]=1)=[N+:17]=[N-:18].Cl. The catalyst is O.O1CCOCC1.CO. The product is [NH2:30][C@@H:26]([CH2:25][C:22]1[CH:23]=[CH:24][C:19]([N:16]2[CH:2]=[C:1]([C:3]3[CH:8]=[CH:7][C:6]([O:9][C:10]4[CH:15]=[CH:14][CH:13]=[CH:12][CH:11]=4)=[CH:5][CH:4]=3)[N:18]=[N:17]2)=[CH:20][CH:21]=1)[C:27]([OH:29])=[O:28]. The yield is 0.290. (3) The reactants are C([Cl:4])(=O)C.[NH2:5][C:6]1[NH:10][N:9]=[C:8]([NH:11][C:12]2[CH:17]=[C:16]([C:18]([F:21])([F:20])[F:19])[C:15]([C:22]3[CH:27]=[CH:26][C:25]([S:28]([N:31]4[CH2:38][CH2:37][N:36](C(OC(C)(C)C)=O)[CH2:35][C:32]54[CH2:34][CH2:33]5)(=[O:30])=[O:29])=[CH:24][CH:23]=3)=[C:14]([Cl:46])[CH:13]=2)[N:7]=1. The catalyst is CO. The product is [ClH:4].[CH2:33]1[C:32]2([CH2:35][NH:36][CH2:37][CH2:38][N:31]2[S:28]([C:25]2[CH:24]=[CH:23][C:22]([C:15]3[C:16]([C:18]([F:21])([F:20])[F:19])=[CH:17][C:12]([NH:11][C:8]4[N:7]=[C:6]([NH2:5])[NH:10][N:9]=4)=[CH:13][C:14]=3[Cl:46])=[CH:27][CH:26]=2)(=[O:29])=[O:30])[CH2:34]1. The yield is 0.980. (4) The reactants are [C:1]([CH2:3][C:4](Cl)=[O:5])#[N:2].[CH3:7][Si:8]([CH2:19][CH2:20][CH2:21][NH2:22])([O:14][Si:15]([CH3:18])([CH3:17])[CH3:16])[O:9][Si:10]([CH3:13])([CH3:12])[CH3:11].C(N(CC)CC)C.O. The catalyst is ClCCl. The product is [C:1]([CH2:3][C:4]([NH:22][CH2:21][CH2:20][CH2:19][Si:8]([CH3:7])([O:14][Si:15]([CH3:18])([CH3:17])[CH3:16])[O:9][Si:10]([CH3:13])([CH3:12])[CH3:11])=[O:5])#[N:2]. The yield is 0.700. (5) The reactants are Br[C:2]1[CH:7]=[CH:6][CH:5]=[CH:4][CH:3]=1.[CH2:8]([N:15]1[CH2:20][CH2:19][NH:18][C:17](=[O:21])[CH2:16]1)[C:9]1[CH:14]=[CH:13][CH:12]=[CH:11][CH:10]=1.C(=O)([O-])[O-].[K+].[K+]. The catalyst is [Cu]I. The product is [CH2:8]([N:15]1[CH2:20][CH2:19][N:18]([C:2]2[CH:7]=[CH:6][CH:5]=[CH:4][CH:3]=2)[C:17](=[O:21])[CH2:16]1)[C:9]1[CH:10]=[CH:11][CH:12]=[CH:13][CH:14]=1. The yield is 0.500. (6) The reactants are I[CH2:2][C@@H:3]([CH3:16])[CH2:4][N:5]1[C:10]2[CH:11]=[CH:12][CH:13]=[CH:14][C:9]=2[S:8][CH2:7][C:6]1=[O:15].[CH2:17]([CH:21]1[CH2:27][CH:26]2[NH:28][CH:23]([CH2:24][CH2:25]2)[CH2:22]1)[CH2:18][CH2:19][CH3:20]. The catalyst is CC#N. The product is [CH2:17]([CH:21]1[CH2:22][CH:23]2[N:28]([CH2:2][C@@H:3]([CH3:16])[CH2:4][N:5]3[C:10]4[CH:11]=[CH:12][CH:13]=[CH:14][C:9]=4[S:8][CH2:7][C:6]3=[O:15])[CH:26]([CH2:25][CH2:24]2)[CH2:27]1)[CH2:18][CH2:19][CH3:20]. The yield is 0.400. (7) The reactants are [CH3:1][O:2][C:3]1[CH:4]=[C:5]2[C:10](=[CH:11][C:12]=1[O:13][CH3:14])[N:9]=[CH:8][CH:7]=[C:6]2[O:15][C:16]1[CH:22]=[CH:21][C:19]([NH2:20])=[C:18]([CH3:23])[C:17]=1[CH3:24].Cl[C:26](Cl)([O:28]C(=O)OC(Cl)(Cl)Cl)Cl.[CH3:37][N:38]1[CH2:43][CH2:42][N:41]([CH2:44][CH2:45][CH:46]([OH:50])[CH2:47][CH2:48][CH3:49])[CH2:40][CH2:39]1.C(=O)(O)[O-].[Na+]. The catalyst is C(Cl)Cl.C(N(CC)CC)C.C1(C)C=CC=CC=1. The product is [CH3:1][O:2][C:3]1[CH:4]=[C:5]2[C:10](=[CH:11][C:12]=1[O:13][CH3:14])[N:9]=[CH:8][CH:7]=[C:6]2[O:15][C:16]1[CH:22]=[CH:21][C:19]([NH:20][C:26](=[O:28])[O:50][CH:46]([CH2:45][CH2:44][N:41]2[CH2:42][CH2:43][N:38]([CH3:37])[CH2:39][CH2:40]2)[CH2:47][CH2:48][CH3:49])=[C:18]([CH3:23])[C:17]=1[CH3:24]. The yield is 0.250. (8) The reactants are [N+:1]([C:4]1[CH:9]=[CH:8][C:7]([C:10]2([C:16]#[N:17])[CH2:15][CH2:14][CH2:13][CH2:12][CH2:11]2)=[CH:6][CH:5]=1)([O-])=O.O.[NH4+].[Cl-]. The catalyst is CCO.[Fe]. The product is [NH2:1][C:4]1[CH:5]=[CH:6][C:7]([C:10]2([C:16]#[N:17])[CH2:15][CH2:14][CH2:13][CH2:12][CH2:11]2)=[CH:8][CH:9]=1. The yield is 1.00. (9) The reactants are C[O:2][C:3](=[O:15])[C:4]1[CH:9]=[C:8]([O:10][CH3:11])[C:7]([O:12][CH3:13])=[CH:6][C:5]=1[Br:14].O.[NH2:17][NH2:18]. The catalyst is CCO. The product is [Br:14][C:5]1[CH:6]=[C:7]([O:12][CH3:13])[C:8]([O:10][CH3:11])=[CH:9][C:4]=1[C:3]([O:2][NH:17][NH2:18])=[O:15]. The yield is 0.870.